This data is from Catalyst prediction with 721,799 reactions and 888 catalyst types from USPTO. The task is: Predict which catalyst facilitates the given reaction. Reactant: C([O:3][C:4]([C:6]1[C:7]([CH2:12][O:13][C:14]([CH3:17])([CH3:16])[CH3:15])=[N:8][NH:9][C:10]=1[CH3:11])=[O:5])C.[OH-].[Na+]. Product: [C:14]([O:13][CH2:12][C:7]1[C:6]([C:4]([OH:5])=[O:3])=[C:10]([CH3:11])[NH:9][N:8]=1)([CH3:17])([CH3:16])[CH3:15]. The catalyst class is: 8.